From a dataset of Catalyst prediction with 721,799 reactions and 888 catalyst types from USPTO. Predict which catalyst facilitates the given reaction. (1) Reactant: P(Cl)(Cl)(Cl)=O.Cl[C:7]1[CH:15]=[CH:14][C:13](Cl)=[C:9]([C:10]([NH2:12])=O)[C:8]=1[C:17]([NH2:19])=O.O. Product: [C:17](#[N:19])[C:8]1[C:9](=[CH:13][CH:14]=[CH:15][CH:7]=1)[C:10]#[N:12]. The catalyst class is: 17. (2) Reactant: [NH:1]1[CH:5]=[N:4][C:3]([NH2:6])=[N:2]1.[CH2:7]([O:10][CH:11]1[CH2:16][CH2:15][C:14](=O)[CH2:13][CH2:12]1)[CH:8]=[CH2:9].C([BH3-])#N.[Na+].O. The catalyst class is: 15. Product: [CH2:7]([O:10][CH:11]1[CH2:16][CH2:15][CH:14]([NH:6][C:3]2[NH:4][CH:5]=[N:1][N:2]=2)[CH2:13][CH2:12]1)[CH:8]=[CH2:9].